This data is from NCI-60 drug combinations with 297,098 pairs across 59 cell lines. The task is: Regression. Given two drug SMILES strings and cell line genomic features, predict the synergy score measuring deviation from expected non-interaction effect. (1) Drug 1: CCC1=CC2CC(C3=C(CN(C2)C1)C4=CC=CC=C4N3)(C5=C(C=C6C(=C5)C78CCN9C7C(C=CC9)(C(C(C8N6C)(C(=O)OC)O)OC(=O)C)CC)OC)C(=O)OC.C(C(C(=O)O)O)(C(=O)O)O. Drug 2: C(=O)(N)NO. Cell line: EKVX. Synergy scores: CSS=22.7, Synergy_ZIP=-0.104, Synergy_Bliss=-2.65, Synergy_Loewe=-47.9, Synergy_HSA=-4.74. (2) Drug 1: CC1=CC=C(C=C1)C2=CC(=NN2C3=CC=C(C=C3)S(=O)(=O)N)C(F)(F)F. Drug 2: C1CC(C1)(C(=O)O)C(=O)O.[NH2-].[NH2-].[Pt+2]. Cell line: OVCAR3. Synergy scores: CSS=13.2, Synergy_ZIP=-6.45, Synergy_Bliss=-7.25, Synergy_Loewe=-8.53, Synergy_HSA=-7.20. (3) Drug 1: C#CCC(CC1=CN=C2C(=N1)C(=NC(=N2)N)N)C3=CC=C(C=C3)C(=O)NC(CCC(=O)O)C(=O)O. Drug 2: C(CCl)NC(=O)N(CCCl)N=O. Cell line: M14. Synergy scores: CSS=4.81, Synergy_ZIP=-1.42, Synergy_Bliss=-0.0203, Synergy_Loewe=0.684, Synergy_HSA=-0.465. (4) Drug 1: CN1CCC(CC1)COC2=C(C=C3C(=C2)N=CN=C3NC4=C(C=C(C=C4)Br)F)OC. Drug 2: CNC(=O)C1=CC=CC=C1SC2=CC3=C(C=C2)C(=NN3)C=CC4=CC=CC=N4. Cell line: HL-60(TB). Synergy scores: CSS=5.33, Synergy_ZIP=0.369, Synergy_Bliss=6.61, Synergy_Loewe=-3.84, Synergy_HSA=-0.495. (5) Cell line: SNB-19. Drug 2: CN(CCCl)CCCl.Cl. Synergy scores: CSS=18.3, Synergy_ZIP=-8.87, Synergy_Bliss=-7.63, Synergy_Loewe=-11.7, Synergy_HSA=-6.67. Drug 1: CS(=O)(=O)CCNCC1=CC=C(O1)C2=CC3=C(C=C2)N=CN=C3NC4=CC(=C(C=C4)OCC5=CC(=CC=C5)F)Cl. (6) Drug 2: C1CCC(C1)C(CC#N)N2C=C(C=N2)C3=C4C=CNC4=NC=N3. Drug 1: CCCS(=O)(=O)NC1=C(C(=C(C=C1)F)C(=O)C2=CNC3=C2C=C(C=N3)C4=CC=C(C=C4)Cl)F. Cell line: 786-0. Synergy scores: CSS=5.27, Synergy_ZIP=-2.15, Synergy_Bliss=0.927, Synergy_Loewe=0.823, Synergy_HSA=1.41. (7) Drug 1: CN1CCC(CC1)COC2=C(C=C3C(=C2)N=CN=C3NC4=C(C=C(C=C4)Br)F)OC. Drug 2: CCC(=C(C1=CC=CC=C1)C2=CC=C(C=C2)OCCN(C)C)C3=CC=CC=C3.C(C(=O)O)C(CC(=O)O)(C(=O)O)O. Cell line: SNB-19. Synergy scores: CSS=5.93, Synergy_ZIP=0.841, Synergy_Bliss=3.91, Synergy_Loewe=0.779, Synergy_HSA=2.98. (8) Drug 1: C1=C(C(=O)NC(=O)N1)F. Drug 2: CCC1(CC2CC(C3=C(CCN(C2)C1)C4=CC=CC=C4N3)(C5=C(C=C6C(=C5)C78CCN9C7C(C=CC9)(C(C(C8N6C)(C(=O)OC)O)OC(=O)C)CC)OC)C(=O)OC)O.OS(=O)(=O)O. Cell line: HCC-2998. Synergy scores: CSS=37.5, Synergy_ZIP=-11.1, Synergy_Bliss=-15.0, Synergy_Loewe=-8.11, Synergy_HSA=-8.00. (9) Drug 1: CC1C(C(CC(O1)OC2CC(CC3=C2C(=C4C(=C3O)C(=O)C5=C(C4=O)C(=CC=C5)OC)O)(C(=O)C)O)N)O.Cl. Drug 2: CC12CCC3C(C1CCC2OP(=O)(O)O)CCC4=C3C=CC(=C4)OC(=O)N(CCCl)CCCl.[Na+]. Cell line: ACHN. Synergy scores: CSS=13.6, Synergy_ZIP=-2.92, Synergy_Bliss=-1.87, Synergy_Loewe=-20.9, Synergy_HSA=-1.66.